Task: Predict the reaction yield, written as a fraction of the theoretical maximum amount of product (1.0 means a 100% yield; for example, 0.34 means a 34% yield).. Dataset: Reaction yield outcomes from USPTO patents with 853,638 reactions (1) The reactants are [NH2:1][C:2]1[CH:10]=[C:9]([O:11][CH3:12])[CH:8]=[C:7]([O:13][CH3:14])[C:3]=1[C:4]([NH2:6])=[O:5].[C:15]([C:19]1[CH:20]=[C:21]([CH:24]=[C:25]([C:28]([CH3:31])([CH3:30])[CH3:29])[C:26]=1[OH:27])[CH:22]=O)([CH3:18])([CH3:17])[CH3:16].COC1C=C(OC)C=C2C=1C(=O)NC(C1C=CC=CN=1)=N2. No catalyst specified. The product is [C:28]([C:25]1[CH:24]=[C:21]([C:22]2[NH:6][C:4](=[O:5])[C:3]3[C:2](=[CH:10][C:9]([O:11][CH3:12])=[CH:8][C:7]=3[O:13][CH3:14])[N:1]=2)[CH:20]=[C:19]([C:15]([CH3:18])([CH3:17])[CH3:16])[C:26]=1[OH:27])([CH3:31])([CH3:30])[CH3:29]. The yield is 0.410. (2) The reactants are [Cl:1][C:2]1[CH:7]=[C:6]([Cl:8])[CH:5]=[CH:4][C:3]=1[NH:9][C:10]1[N:14]([CH2:15][CH2:16][C:17]([O:19]CC)=[O:18])[C:13]2[C:22]([N:26]([CH2:29][CH3:30])[CH2:27][CH3:28])=[CH:23][CH:24]=[CH:25][C:12]=2[N:11]=1.[OH-].[Na+].Cl. The catalyst is O1CCCC1.CO. The product is [Cl:1][C:2]1[CH:7]=[C:6]([Cl:8])[CH:5]=[CH:4][C:3]=1[NH:9][C:10]1[N:14]([CH2:15][CH2:16][C:17]([OH:19])=[O:18])[C:13]2[C:22]([N:26]([CH2:27][CH3:28])[CH2:29][CH3:30])=[CH:23][CH:24]=[CH:25][C:12]=2[N:11]=1. The yield is 0.780. (3) The reactants are [CH:1]1([C:4]2[CH:5]=[N:6][N:7]([C:9]3[CH:14]=[CH:13][C:12]([N+:15]([O-])=O)=[CH:11][N:10]=3)[CH:8]=2)[CH2:3][CH2:2]1. The catalyst is C(OCC)(=O)C.[OH-].[OH-].[Pd+2]. The product is [CH:1]1([C:4]2[CH:5]=[N:6][N:7]([C:9]3[N:10]=[CH:11][C:12]([NH2:15])=[CH:13][CH:14]=3)[CH:8]=2)[CH2:3][CH2:2]1. The yield is 0.380. (4) The reactants are [CH3:1][N:2]([CH3:8])[CH:3]1[CH2:7][CH2:6][NH:5][CH2:4]1.Cl[C:10]1[N:11]=[CH:12][C:13]([C:16]([NH:18][C:19]2[NH:20][N:21]=[C:22]([CH2:24][CH2:25][C:26]3[CH:31]=[C:30]([O:32][CH3:33])[CH:29]=[C:28]([O:34][CH3:35])[CH:27]=3)[CH:23]=2)=[O:17])=[N:14][CH:15]=1. The catalyst is CS(C)=O.CO. The product is [CH3:33][O:32][C:30]1[CH:31]=[C:26]([CH2:25][CH2:24][C:22]2[CH:23]=[C:19]([NH:18][C:16]([C:13]3[CH:12]=[N:11][C:10]([N:5]4[CH2:6][CH2:7][CH:3]([N:2]([CH3:8])[CH3:1])[CH2:4]4)=[CH:15][N:14]=3)=[O:17])[NH:20][N:21]=2)[CH:27]=[C:28]([O:34][CH3:35])[CH:29]=1. The yield is 0.800. (5) The reactants are [CH3:1][CH:2]1[O:7][CH:6]([CH3:8])[CH2:5][N:4]([C:9]2[CH:10]=[N:11][C:12]([N+:15]([O-])=O)=[CH:13][CH:14]=2)[CH2:3]1. The catalyst is C1COCC1.[Ni]. The product is [CH3:1][CH:2]1[O:7][CH:6]([CH3:8])[CH2:5][N:4]([C:9]2[CH:14]=[CH:13][C:12]([NH2:15])=[N:11][CH:10]=2)[CH2:3]1. The yield is 0.874. (6) The reactants are [N:1]1[CH:6]=[CH:5][CH:4]=[CH:3][C:2]=1[C:7]1[C:11]([CH2:12][O:13][C:14]2[CH:22]=[CH:21][C:17]([C:18]([OH:20])=O)=[CH:16][N:15]=2)=[CH:10][O:9][N:8]=1.[NH2:23][CH2:24][CH:25]1[CH2:27][CH2:26]1. No catalyst specified. The product is [CH:25]1([CH2:24][NH:23][C:18](=[O:20])[C:17]2[CH:21]=[CH:22][C:14]([O:13][CH2:12][C:11]3[C:7]([C:2]4[CH:3]=[CH:4][CH:5]=[CH:6][N:1]=4)=[N:8][O:9][CH:10]=3)=[N:15][CH:16]=2)[CH2:27][CH2:26]1. The yield is 0.970. (7) The reactants are [F:1][C:2]1[N:7]=[C:6]([F:8])[C:5]([F:9])=[C:4](F)[C:3]=1[F:11].[N:12]1([C:19]([O:21][C:22]([CH3:25])([CH3:24])[CH3:23])=[O:20])[CH2:18][CH2:17][CH2:16][NH:15][CH2:14][CH2:13]1.C(N(CC)CC)C.C(=O)([O-])O.[Na+]. The catalyst is C(Cl)Cl. The product is [F:8][C:6]1[C:5]([F:9])=[C:4]([N:15]2[CH2:16][CH2:17][CH2:18][N:12]([C:19]([O:21][C:22]([CH3:25])([CH3:24])[CH3:23])=[O:20])[CH2:13][CH2:14]2)[C:3]([F:11])=[C:2]([F:1])[N:7]=1. The yield is 0.910. (8) The reactants are [Br:1][C:2]1[CH:3]=[CH:4][C:5]2[NH:6][C:7]3[C:12]([C:13]=2[CH:14]=1)=[CH:11][C:10]([Br:15])=[CH:9][CH:8]=3.[H-].[Na+].[Br:18][C:19]1[CH:20]=[CH:21][C:22]2[N:23]([CH2:33][CH:34]3[CH2:36][O:35]3)[C:24]3[C:29]([C:30]=2[CH:31]=1)=[CH:28][C:27]([Br:32])=[CH:26][CH:25]=3. The catalyst is CN(C=O)C. The product is [Br:15][C:10]1[CH:9]=[CH:8][C:7]2[N:6]([CH2:36][CH:34]([OH:35])[CH2:33][N:23]3[C:24]4[CH:25]=[CH:26][C:27]([Br:32])=[CH:28][C:29]=4[C:30]4[C:22]3=[CH:21][CH:20]=[C:19]([Br:18])[CH:31]=4)[C:5]3[C:13]([C:12]=2[CH:11]=1)=[CH:14][C:2]([Br:1])=[CH:3][CH:4]=3. The yield is 0.340.